From a dataset of Choline transporter screen with 302,306 compounds. Binary Classification. Given a drug SMILES string, predict its activity (active/inactive) in a high-throughput screening assay against a specified biological target. (1) The drug is S(=O)(=O)(N)c1cc(n2nnnc2)ccc1. The result is 0 (inactive). (2) The molecule is BrC1=CC(=C\NNC(=O)CSc2n(c(nn2)Cn2nnc3c2cccc3)CC=C)/C(=O)C(OC)=C1. The result is 0 (inactive). (3) The compound is FC(F)(F)c1cc(NC(=O)CC)c(N2CCCC2)cc1. The result is 0 (inactive). (4) The drug is ClCCC(=O)Nc1ccc(S(=O)(=O)NCc2occc2)cc1. The result is 0 (inactive). (5) The result is 0 (inactive). The molecule is n12nc(c(c1nc(CCC)cc2NCc1ncccc1)c1ccccc1)C. (6) The molecule is Fc1c(cccc1)/C=N\NC(=O)c1c(OCc2ccccc2)cccc1. The result is 0 (inactive).